Dataset: Reaction yield outcomes from USPTO patents with 853,638 reactions. Task: Predict the reaction yield, written as a fraction of the theoretical maximum amount of product (1.0 means a 100% yield; for example, 0.34 means a 34% yield). The reactants are I[C:2]1[C:3]([O:20][CH3:21])=[CH:4][C:5]([CH:17]([CH3:19])[CH3:18])=[C:6]([CH:16]=1)[O:7][C:8]1[C:9]([NH2:15])=[N:10][C:11]([NH2:14])=[N:12][CH:13]=1.C([O-])(=O)C.[K+].[S:27]1[CH:31]=[CH:30][N:29]=[CH:28]1. The catalyst is CN(C)C(=O)C.C1C=CC([P]([Pd]([P](C2C=CC=CC=2)(C2C=CC=CC=2)C2C=CC=CC=2)([P](C2C=CC=CC=2)(C2C=CC=CC=2)C2C=CC=CC=2)[P](C2C=CC=CC=2)(C2C=CC=CC=2)C2C=CC=CC=2)(C2C=CC=CC=2)C2C=CC=CC=2)=CC=1. The product is [CH:17]([C:5]1[CH:4]=[C:3]([O:20][CH3:21])[C:2]([C:31]2[S:27][CH:28]=[N:29][CH:30]=2)=[CH:16][C:6]=1[O:7][C:8]1[C:9]([NH2:15])=[N:10][C:11]([NH2:14])=[N:12][CH:13]=1)([CH3:19])[CH3:18]. The yield is 0.0900.